Dataset: TCR-epitope binding with 47,182 pairs between 192 epitopes and 23,139 TCRs. Task: Binary Classification. Given a T-cell receptor sequence (or CDR3 region) and an epitope sequence, predict whether binding occurs between them. (1) The epitope is YLDAYNMMI. The TCR CDR3 sequence is CASSQPGQGPRSYEQYF. Result: 0 (the TCR does not bind to the epitope). (2) The epitope is TLVPQEHYV. The TCR CDR3 sequence is CATYSGSGNEQFF. Result: 1 (the TCR binds to the epitope). (3) The epitope is LPRRSGAAGA. The TCR CDR3 sequence is CASRGFSDQPQHF. Result: 0 (the TCR does not bind to the epitope). (4) The epitope is AYILFTRFFYV. The TCR CDR3 sequence is CASSPASGPSTDTQYF. Result: 0 (the TCR does not bind to the epitope). (5) The epitope is LEPLVDLPI. The TCR CDR3 sequence is CASSPNQGGNYGYTF. Result: 1 (the TCR binds to the epitope).